From a dataset of Full USPTO retrosynthesis dataset with 1.9M reactions from patents (1976-2016). Predict the reactants needed to synthesize the given product. (1) Given the product [Cl:1][CH2:2][C:3]1[CH:11]=[CH:10][C:6]([C:7]([NH:17][CH3:15])=[O:8])=[CH:5][CH:4]=1, predict the reactants needed to synthesize it. The reactants are: [Cl:1][CH2:2][C:3]1[CH:11]=[CH:10][C:6]([C:7](Cl)=[O:8])=[CH:5][CH:4]=1.Cl.CN.[CH2:15]([N:17](CC)CC)C. (2) Given the product [C:12]1([C:4]2[N:3]=[C:2]([C:27]3[CH:26]=[CH:25][C:24]([OH:28])=[CH:23][C:22]=3[OH:29])[C:11]3[C:6](=[CH:7][CH:8]=[CH:9][CH:10]=3)[N:5]=2)[CH:17]=[CH:16][CH:15]=[CH:14][CH:13]=1, predict the reactants needed to synthesize it. The reactants are: Cl[C:2]1[C:11]2[C:6](=[CH:7][CH:8]=[CH:9][CH:10]=2)[N:5]=[C:4]([C:12]2[CH:17]=[CH:16][CH:15]=[CH:14][CH:13]=2)[N:3]=1.[Cl-].[Al+3].[Cl-].[Cl-].[C:22]1([OH:29])[CH:27]=[CH:26][CH:25]=[C:24]([OH:28])[CH:23]=1.O. (3) Given the product [CH2:3]([O:6][C:7]([N:9]([CH2:19][C:20]1([CH2:33][OH:34])[CH2:21][CH2:22][N:23]([C:26]([O:28][C:29]([CH3:31])([CH3:30])[CH3:32])=[O:27])[CH2:24][CH2:25]1)[C@@H:10]1[CH2:12][C@H:11]1[C:13]1[CH:18]=[CH:17][CH:16]=[CH:15][CH:14]=1)=[O:8])[CH:4]=[CH2:5], predict the reactants needed to synthesize it. The reactants are: [AlH4-].[Li+].[CH2:3]([O:6][C:7]([N:9]([CH2:19][C:20]1([C:33](OC)=[O:34])[CH2:25][CH2:24][N:23]([C:26]([O:28][C:29]([CH3:32])([CH3:31])[CH3:30])=[O:27])[CH2:22][CH2:21]1)[C@@H:10]1[CH2:12][C@H:11]1[C:13]1[CH:18]=[CH:17][CH:16]=[CH:15][CH:14]=1)=[O:8])[CH:4]=[CH2:5]. (4) Given the product [F:73][C:63]1[CH:64]=[C:65]([C:66]2[CH:71]=[CH:70][CH:69]=[CH:68][C:67]=2[CH3:1])[C:59]2[O:58][CH:57]([CH2:56][NH2:53])[CH2:61][C:60]=2[CH:62]=1, predict the reactants needed to synthesize it. The reactants are: [CH3:1]C1C=CC(S(OCC2CC3C=C(F)C=C(C4C=CC=CC=4F)C=3O2)(=O)=O)=CC=1.[N-]=[N+]=[N-].[Na+].N(CC1CC2C=C(Cl)C=C(C3C=CSC=3)C=2O1)=[N+]=[N-].[N:53]([CH2:56][CH:57]1[CH2:61][C:60]2[CH:62]=[C:63]([F:73])[CH:64]=[C:65]([C:66]3[CH:71]=[CH:70][CH:69]=[CH:68][C:67]=3F)[C:59]=2[O:58]1)=[N+]=[N-].[N-]=[N+]=[N-]. (5) The reactants are: [CH3:1][C:2]1[N:6]=[C:5]([C@H:7]([NH:9][C:10]([C:12]2[CH:20]=[C:19]3[C:15]([C:16](C(C)=C)=[N:17][N:18]3[C:21]3[CH:26]=[CH:25][C:24]([CH3:27])=[CH:23][CH:22]=3)=[CH:14][CH:13]=2)=[O:11])[CH3:8])[O:4][N:3]=1.C[N+]1([O-])CC[O:35]CC1.[CH3:39][C:40]([CH3:42])=[O:41]. Given the product [OH:35][CH2:39][C:40]([C:16]1[C:15]2[C:19](=[CH:20][C:12]([C:10]([NH:9][C@@H:7]([C:5]3[O:4][N:3]=[C:2]([CH3:1])[N:6]=3)[CH3:8])=[O:11])=[CH:13][CH:14]=2)[N:18]([C:21]2[CH:26]=[CH:25][C:24]([CH3:27])=[CH:23][CH:22]=2)[N:17]=1)([OH:41])[CH3:42], predict the reactants needed to synthesize it.